Task: Predict the reaction yield, written as a fraction of the theoretical maximum amount of product (1.0 means a 100% yield; for example, 0.34 means a 34% yield).. Dataset: Reaction yield outcomes from USPTO patents with 853,638 reactions The reactants are [Cl:1][C:2]1[CH:7]=[CH:6][CH:5]=[C:4]([Cl:8])[C:3]=1[C:9]([NH:11][C@H:12]([C:33]([OH:35])=[O:34])[CH2:13][C:14]1[CH:19]=[CH:18][C:17]([C:20]2[C:21](=[O:32])[N:22]([CH3:31])[C:23]([CH3:30])=[CH:24][C:25]=2[C:26]([F:29])([F:28])[F:27])=[CH:16][CH:15]=1)=[O:10].Cl.[CH2:37]([N:39]([CH2:43][CH3:44])[CH2:40][CH2:41]Cl)[CH3:38].C(=O)([O-])[O-].[K+].[K+]. The catalyst is C(OCC)(=O)C.O. The product is [CH2:37]([N:39]([CH2:43][CH2:44][O:34][C:33](=[O:35])[C@H:12]([CH2:13][C:14]1[CH:15]=[CH:16][C:17]([C:20]2[C:21](=[O:32])[N:22]([CH3:31])[C:23]([CH3:30])=[CH:24][C:25]=2[C:26]([F:28])([F:29])[F:27])=[CH:18][CH:19]=1)[NH:11][C:9]([C:3]1[C:4]([Cl:8])=[CH:5][CH:6]=[CH:7][C:2]=1[Cl:1])=[O:10])[CH2:40][CH3:41])[CH3:38]. The yield is 0.710.